This data is from Reaction yield outcomes from USPTO patents with 853,638 reactions. The task is: Predict the reaction yield, written as a fraction of the theoretical maximum amount of product (1.0 means a 100% yield; for example, 0.34 means a 34% yield). (1) The reactants are [CH3:1][O:2][C:3](=[O:15])[CH2:4][CH2:5][S:6][CH2:7][C:8]1[CH:13]=[CH:12][C:11](Br)=[CH:10][CH:9]=1.[CH:16]1[C:24]2[C:23]3[CH:25]=[CH:26][CH:27]=[CH:28][C:22]=3[O:21][C:20]=2[C:19]([C:29]2[CH:34]=[CH:33][C:32](B(O)O)=[CH:31][CH:30]=2)=[CH:18][CH:17]=1.C([O-])([O-])=O.[K+].[K+]. The catalyst is C1(C)C=CC=CC=1.C(O)C.C(OCC)(=O)C.C1C=CC([P]([Pd]([P](C2C=CC=CC=2)(C2C=CC=CC=2)C2C=CC=CC=2)([P](C2C=CC=CC=2)(C2C=CC=CC=2)C2C=CC=CC=2)[P](C2C=CC=CC=2)(C2C=CC=CC=2)C2C=CC=CC=2)(C2C=CC=CC=2)C2C=CC=CC=2)=CC=1. The product is [CH3:1][O:2][C:3](=[O:15])[CH2:4][CH2:5][S:6][CH2:7][C:8]1[CH:13]=[CH:12][C:11]([C:32]2[CH:33]=[CH:34][C:29]([C:19]3[C:20]4[O:21][C:22]5[CH:28]=[CH:27][CH:26]=[CH:25][C:23]=5[C:24]=4[CH:16]=[CH:17][CH:18]=3)=[CH:30][CH:31]=2)=[CH:10][CH:9]=1. The yield is 0.720. (2) The reactants are [Si:1]([O:8][CH2:9][C:10]1[CH:11]=[C:12]2[C:16](=[CH:17][CH:18]=1)[NH:15][N:14]=[C:13]2[C:19]([O:21][CH3:22])=[O:20])([C:4]([CH3:7])([CH3:6])[CH3:5])([CH3:3])[CH3:2].[Br:23][C:24]1[CH:25]=[C:26](B(O)O)[CH:27]=[CH:28][CH:29]=1. No catalyst specified. The product is [Br:23][C:24]1[CH:29]=[C:28]([N:15]2[C:16]3[C:12](=[CH:11][C:10]([CH2:9][O:8][Si:1]([C:4]([CH3:7])([CH3:6])[CH3:5])([CH3:3])[CH3:2])=[CH:18][CH:17]=3)[C:13]([C:19]([O:21][CH3:22])=[O:20])=[N:14]2)[CH:27]=[CH:26][CH:25]=1. The yield is 0.560. (3) The reactants are Cl[C:2]1[C:11]2[C:6](=[CH:7][C:8]([O:14][CH3:15])=[C:9]([O:12][CH3:13])[CH:10]=2)[N:5]=[CH:4][CH:3]=1.[C:16]([O:25][CH2:26][CH2:27]/[CH:28]=[CH:29]\[CH2:30][CH3:31])(=[O:24])[C:17]1[C:18](=[CH:20][CH:21]=[CH:22][CH:23]=1)[OH:19]. The catalyst is CN(C)C1C=CN=CC=1.ClC1C=CC=CC=1Cl. The product is [CH3:13][O:12][C:9]1[CH:10]=[C:11]2[C:6](=[CH:7][C:8]=1[O:14][CH3:15])[N:5]=[CH:4][CH:3]=[C:2]2[O:19][C:18]1[CH:20]=[CH:21][CH:22]=[CH:23][C:17]=1[C:16]([O:25][CH2:26][CH2:27]/[CH:28]=[CH:29]\[CH2:30][CH3:31])=[O:24]. The yield is 0.640. (4) The reactants are [CH3:1][C:2]1[CH:3]=[C:4]([CH:29]=[C:30]([CH3:32])[CH:31]=1)[O:5][C:6]1[N:11]=[C:10]([NH:12][CH3:13])[C:9]([NH:14][C:15](=O)[CH2:16][O:17][C:18]2[CH:19]=[C:20]([CH:25]=[CH:26][CH:27]=2)[C:21]([O:23][CH3:24])=[O:22])=[CH:8][CH:7]=1. The catalyst is C(O)(=O)C. The product is [CH3:1][C:2]1[CH:3]=[C:4]([CH:29]=[C:30]([CH3:32])[CH:31]=1)[O:5][C:6]1[N:11]=[C:10]2[N:12]([CH3:13])[C:15]([CH2:16][O:17][C:18]3[CH:19]=[C:20]([CH:25]=[CH:26][CH:27]=3)[C:21]([O:23][CH3:24])=[O:22])=[N:14][C:9]2=[CH:8][CH:7]=1. The yield is 0.860. (5) The reactants are [C:1]([O-:4])(=[O:3])[CH3:2].[Ca+2:5].C([O-])(=O)C.[C:10]([O-:17])(=[O:16])/[CH:11]=[CH:12]/[CH:13]=[CH:14]/[CH3:15].[K+]. The catalyst is O. The product is [C:10]([O-:17])(=[O:16])/[CH:11]=[CH:12]/[CH:13]=[CH:14]/[CH3:15].[C:1]([O-:4])(=[O:3])[CH3:2].[Ca+2:5]. The yield is 0.880.